From a dataset of Catalyst prediction with 721,799 reactions and 888 catalyst types from USPTO. Predict which catalyst facilitates the given reaction. (1) Product: [O:15]1[C:26]2([CH2:31][CH2:30][CH2:29][CH:28]([C:32]([O:34][CH3:35])=[O:33])[CH2:27]2)[O:18][CH2:17][CH2:16]1. Reactant: C[Si](OS(C(F)(F)F)(=O)=O)(C)C.C[Si](C)(C)[O:15][CH2:16][CH2:17][O:18][Si](C)(C)C.O=[C:26]1[CH2:31][CH2:30][CH2:29][CH:28]([C:32]([O:34][CH3:35])=[O:33])[CH2:27]1. The catalyst class is: 4. (2) Reactant: [NH2:1][C:2]1[C:21]([Br:22])=[CH:20][C:5]2[C:6]([C:16]([O:18][CH3:19])=[O:17])=[C:7]([C:9]3[CH:14]=[CH:13][C:12]([F:15])=[CH:11][CH:10]=3)[O:8][C:4]=2[CH:3]=1.N1C=CC=CC=1.[C:29]1([S:35](Cl)(=[O:37])=[O:36])[CH:34]=[CH:33][CH:32]=[CH:31][CH:30]=1. Product: [Br:22][C:21]1[C:2]([NH:1][S:35]([C:29]2[CH:34]=[CH:33][CH:32]=[CH:31][CH:30]=2)(=[O:37])=[O:36])=[CH:3][C:4]2[O:8][C:7]([C:9]3[CH:10]=[CH:11][C:12]([F:15])=[CH:13][CH:14]=3)=[C:6]([C:16]([O:18][CH3:19])=[O:17])[C:5]=2[CH:20]=1. The catalyst class is: 46. (3) Reactant: [C:1]([OH:7])([C:3]([F:6])([F:5])[F:4])=[O:2].[CH:8]1([N:11]2[C:15]3[C:16]([O:32][C@@H:33]([C@H:35]4[CH2:39][NH:38][C:37](=[O:40])[CH2:36]4)[CH3:34])=[CH:17][C:18]([C:20]4[CH:25]=[CH:24][C:23]([N:26]5[CH2:31][CH2:30][NH:29][CH2:28][CH2:27]5)=[CH:22][N:21]=4)=[CH:19][C:14]=3[N:13]=[CH:12]2)[CH2:10][CH2:9]1.C(OC(=O)C)(=O)C. Product: [C:1]([N:29]1[CH2:28][CH2:27][N:26]([C:23]2[CH:24]=[CH:25][C:20]([C:18]3[CH:17]=[C:16]([O:32][C@@H:33]([C@H:35]4[CH2:39][NH:38][C:37](=[O:40])[CH2:36]4)[CH3:34])[C:15]4[N:11]([CH:8]5[CH2:9][CH2:10]5)[CH:12]=[N:13][C:14]=4[CH:19]=3)=[N:21][CH:22]=2)[CH2:31][CH2:30]1)(=[O:2])[CH3:3].[C:1]([OH:7])([C:3]([F:6])([F:5])[F:4])=[O:2]. The catalyst class is: 2. (4) Reactant: Br[C:2]1[CH:7]=[N:6][C:5]([Br:8])=[CH:4][N:3]=1.[CH2:9]([S-:11])[CH3:10].[Na+]. Product: [Br:8][C:5]1[CH:4]=[N:3][C:2]([S:11][CH2:9][CH3:10])=[CH:7][N:6]=1. The catalyst class is: 18.